Dataset: Full USPTO retrosynthesis dataset with 1.9M reactions from patents (1976-2016). Task: Predict the reactants needed to synthesize the given product. (1) Given the product [F:31][C:32]1[CH:37]=[CH:36][CH:35]=[CH:34][C:33]=1[C:38]1[N:41]=[C:28]([CH:13]2[CH2:14][CH:15]([C:17]3[CH:22]=[CH:21][C:20]([O:23][C:24]([F:26])([F:25])[F:27])=[CH:19][CH:18]=3)[CH2:16][N:11]([C:9]([N:6]3[CH2:7][CH2:8][CH:3]([C:1]#[N:2])[CH2:4][CH2:5]3)=[O:10])[CH2:12]2)[O:29][N:39]=1, predict the reactants needed to synthesize it. The reactants are: [C:1]([CH:3]1[CH2:8][CH2:7][N:6]([C:9]([N:11]2[CH2:16][CH:15]([C:17]3[CH:22]=[CH:21][C:20]([O:23][C:24]([F:27])([F:26])[F:25])=[CH:19][CH:18]=3)[CH2:14][CH:13]([C:28](O)=[O:29])[CH2:12]2)=[O:10])[CH2:5][CH2:4]1)#[N:2].[F:31][C:32]1[CH:37]=[CH:36][CH:35]=[CH:34][C:33]=1[C:38](=[NH:41])[NH:39]O. (2) Given the product [CH2:24]([C:13]1[N:14]=[C:15]([C:53]2[CH:54]=[CH:55][C:50]([F:75])=[CH:51][CH:52]=2)[C:10]2[CH2:9][NH:8][CH2:32][CH2:31][C:11]=2[N:12]=1)[C:25]1[CH:26]=[CH:27][CH:28]=[CH:29][CH:30]=1, predict the reactants needed to synthesize it. The reactants are: C(OC([N:8]1[CH2:32][CH2:31][C:11]2[N:12]=[C:13]([CH2:24][C:25]3[CH:30]=[CH:29][CH:28]=[CH:27][CH:26]=3)[N:14]=[C:15](OS(C(F)(F)F)(=O)=O)[C:10]=2[CH2:9]1)=O)(C)(C)C.C(OC(N1CCC2N=C(C[C:50]3[CH:55]=[CH:54][CH:53]=[CH:52][CH:51]=3)N=C(O)C=2C1)=O)(C)(C)C.CC([O-])(C)C.[K+].C1C=CC(N(S(C(F)(F)F)(=O)=O)S(C(F)(F)[F:75])(=O)=O)=CC=1. (3) Given the product [Cl:17][C:18]1[CH:24]=[C:23]([Cl:25])[CH:22]=[CH:21][C:19]=1[NH:20][C:2]1[C:7]([C:8]#[N:9])=[CH:6][N:5]=[C:4]2[C:10]3[CH:16]=[CH:15][CH:14]=[CH:13][C:11]=3[S:12][C:3]=12, predict the reactants needed to synthesize it. The reactants are: Cl[C:2]1[C:7]([C:8]#[N:9])=[CH:6][N:5]=[C:4]2[C:10]3[CH:16]=[CH:15][CH:14]=[CH:13][C:11]=3[S:12][C:3]=12.[Cl:17][C:18]1[CH:24]=[C:23]([Cl:25])[CH:22]=[CH:21][C:19]=1[NH2:20].Cl.N1C=CC=CC=1. (4) Given the product [Cl:8][C:9]1[C:10]([NH:31][C@@H:32]2[C@@H:37]3[CH2:38][C@@H:34]([CH:35]=[CH:36]3)[C@@H:33]2[C:39]([NH2:41])=[O:40])=[C:11]2[N:17]=[C:16]([C:18]3[CH:19]=[N:64][N:63]([CH3:67])[CH:62]=3)[NH:15][C:12]2=[N:13][CH:14]=1, predict the reactants needed to synthesize it. The reactants are: FC(F)(F)C(O)=O.[Cl:8][C:9]1[C:10]([NH:31][C@@H:32]2[C@@H:37]3[CH2:38][C@@H:34]([CH:35]=[CH:36]3)[C@@H:33]2[C:39]([NH2:41])=[O:40])=[C:11]2[N:17]=[C:16]([C:18]3C=CC(CN4CCOCC4)=C[CH:19]=3)[NH:15][C:12]2=[N:13][CH:14]=1.NC1C(N)=C(N[C@@H]2[C@@H]3C[C@@H](C=C3)[C@@H]2C(N)=O)C(Cl)=CN=1.[CH3:62][N:63]1[CH:67]=C(C=O)C=[N:64]1. (5) Given the product [CH3:9][C:3]1[C:2]2[N:1]=[C:19]([C:18]3[CH:21]=[C:22]([O:27][CH2:28][CH2:29][CH2:30][CH2:31][CH2:32][CH3:33])[C:23]([CH2:25][OH:26])=[CH:24][C:17]=3[O:16][CH2:10][CH2:11][CH2:12][CH2:13][CH2:14][CH3:15])[O:8][C:7]=2[CH:6]=[CH:5][CH:4]=1, predict the reactants needed to synthesize it. The reactants are: [NH2:1][C:2]1[C:7]([OH:8])=[CH:6][CH:5]=[CH:4][C:3]=1[CH3:9].[CH2:10]([O:16][C:17]1[CH:24]=[C:23]([CH2:25][OH:26])[C:22]([O:27][CH2:28][CH2:29][CH2:30][CH2:31][CH2:32][CH3:33])=[CH:21][C:18]=1[CH:19]=O)[CH2:11][CH2:12][CH2:13][CH2:14][CH3:15].ClC1C(=O)C(C#N)=C(C#N)C(=O)C=1Cl.C([O-])([O-])=O.[Na+].[Na+].CCl.